From a dataset of Reaction yield outcomes from USPTO patents with 853,638 reactions. Predict the reaction yield, written as a fraction of the theoretical maximum amount of product (1.0 means a 100% yield; for example, 0.34 means a 34% yield). The reactants are [Cl:1][C:2]1[N:3]=[C:4]2[CH:12]=[C:11]([Cl:13])[CH:10]=[N:9][C:5]2=[N:6][C:7]=1Cl.[N:14]1([C:20]([O:22][C:23]([CH3:26])([CH3:25])[CH3:24])=[O:21])[CH2:19][CH2:18][NH:17][CH2:16][CH2:15]1.[NH4+].[Cl-]. The catalyst is C(Cl)Cl. The product is [Cl:1][C:2]1[N:3]=[C:4]2[CH:12]=[C:11]([Cl:13])[CH:10]=[N:9][C:5]2=[N:6][C:7]=1[N:17]1[CH2:16][CH2:15][N:14]([C:20]([O:22][C:23]([CH3:26])([CH3:25])[CH3:24])=[O:21])[CH2:19][CH2:18]1. The yield is 0.640.